From a dataset of Catalyst prediction with 721,799 reactions and 888 catalyst types from USPTO. Predict which catalyst facilitates the given reaction. (1) Reactant: [CH3:1][O:2][C:3]([C:5]1[C@@H:10]([C:11]2[CH:16]=[CH:15][C:14]([C:17]#[N:18])=[CH:13][C:12]=2[CH2:19][CH2:20][CH2:21]Br)[N:9]2[C:23](=[O:26])[NH:24][N:25]=[C:8]2[N:7]([C:27]2[CH:32]=[CH:31][CH:30]=[C:29]([C:33]([F:36])([F:35])[F:34])[CH:28]=2)[C:6]=1[CH3:37])=[O:4].[N:38]12[CH2:45][CH2:44][CH:41]([CH2:42][CH2:43]1)[CH2:40][CH2:39]2. Product: [CH:3]([O-:4])=[O:2].[C:17]([C:14]1[CH:15]=[CH:16][C:11]([C@H:10]2[N:9]3[C:23](=[O:26])[NH:24][N:25]=[C:8]3[N:7]([C:27]3[CH:32]=[CH:31][CH:30]=[C:29]([C:33]([F:34])([F:35])[F:36])[CH:28]=3)[C:6]([CH3:37])=[C:5]2[C:3]([O:2][CH3:1])=[O:4])=[C:12]([CH2:19][CH2:20][CH2:21][N+:38]23[CH2:45][CH2:44][CH:41]([CH2:42][CH2:43]2)[CH2:40][CH2:39]3)[CH:13]=1)#[N:18]. The catalyst class is: 23. (2) Reactant: C([O:8][N:9]1[C:18](=[O:19])[C:17]2[C:12](=[CH:13][C:14]([N:21]3[CH2:25][CH2:24][CH2:23][CH2:22]3)=[C:15]([F:20])[CH:16]=2)[N:11]([CH2:26][CH2:27][F:28])[C:10]1=[O:29])C1C=CC=CC=1.[H][H]. Product: [F:28][CH2:27][CH2:26][N:11]1[C:12]2[C:17](=[CH:16][C:15]([F:20])=[C:14]([N:21]3[CH2:25][CH2:24][CH2:23][CH2:22]3)[CH:13]=2)[C:18](=[O:19])[N:9]([OH:8])[C:10]1=[O:29]. The catalyst class is: 123.